Dataset: Reaction yield outcomes from USPTO patents with 853,638 reactions. Task: Predict the reaction yield, written as a fraction of the theoretical maximum amount of product (1.0 means a 100% yield; for example, 0.34 means a 34% yield). (1) The reactants are [NH2:1][CH:2]1[C:11]2[C:6](=[CH:7][CH:8]=[C:9]([NH:12][C:13]([C:15]3[C:24](=[O:25])[C:23]4[C:18](=[CH:19][CH:20]=[CH:21][CH:22]=4)[NH:17][CH:16]=3)=[O:14])[CH:10]=2)[CH2:5][CH2:4][CH2:3]1.CCN(C(C)C)C(C)C.Cl[C:36]([O:38][CH3:39])=[O:37].N1CCCCC1. The catalyst is CO. The product is [CH3:39][O:38][C:36]([NH:1][CH:2]1[C:11]2[C:6](=[CH:7][CH:8]=[C:9]([NH:12][C:13]([C:15]3[C:24](=[O:25])[C:23]4[C:18](=[CH:19][CH:20]=[CH:21][CH:22]=4)[NH:17][CH:16]=3)=[O:14])[CH:10]=2)[CH2:5][CH2:4][CH2:3]1)=[O:37]. The yield is 0.350. (2) The reactants are Cl[C:2]1[CH:7]=[CH:6][N:5]=[C:4]2[CH:8]=[C:9]([C:11]([N:13]3[CH2:17][CH2:16][C@@H:15]([O:18][CH3:19])[CH2:14]3)=[O:12])[S:10][C:3]=12.[CH3:20][NH:21][C:22]([C:24]1[C:25]2[CH:33]=[CH:32][C:31]([OH:34])=[CH:30][C:26]=2[S:27][C:28]=1[CH3:29])=[O:23].C([O-])([O-])=O.[Cs+].[Cs+]. No catalyst specified. The product is [CH3:20][NH:21][C:22]([C:24]1[C:25]2[CH:33]=[CH:32][C:31]([O:34][C:2]3[CH:7]=[CH:6][N:5]=[C:4]4[CH:8]=[C:9]([C:11]([N:13]5[CH2:17][CH2:16][C@@H:15]([O:18][CH3:19])[CH2:14]5)=[O:12])[S:10][C:3]=34)=[CH:30][C:26]=2[S:27][C:28]=1[CH3:29])=[O:23]. The yield is 0.820. (3) The reactants are [OH-].[K+].[N+:3]([C:6]1[CH:11]=[CH:10][CH:9]=[CH:8][C:7]=1[S:12]([NH:15][C:16]1[CH:21]=[CH:20][CH:19]=[CH:18][CH:17]=1)(=[O:14])=[O:13])([O-:5])=[O:4].[Br:22][C:23]1[CH:24]=[CH:25][C:26]2[N:27]([CH2:37][CH2:38][CH2:39]Br)[C:28]3[C:33]([C:34]=2[CH:35]=1)=[CH:32][C:31]([Br:36])=[CH:30][CH:29]=3. The catalyst is CN(C=O)C.CCOC(C)=O. The product is [Br:36][C:31]1[CH:30]=[CH:29][C:28]2[N:27]([CH2:37][CH2:38][CH2:39][N:15]([C:16]3[CH:17]=[CH:18][CH:19]=[CH:20][CH:21]=3)[S:12]([C:7]3[CH:8]=[CH:9][CH:10]=[CH:11][C:6]=3[N+:3]([O-:5])=[O:4])(=[O:14])=[O:13])[C:26]3[C:34]([C:33]=2[CH:32]=1)=[CH:35][C:23]([Br:22])=[CH:24][CH:25]=3. The yield is 0.355. (4) The reactants are [C:1]([NH:4][C:5]1[CH:10]=[CH:9][C:8]([S:11](Cl)(=[O:13])=[O:12])=[CH:7][CH:6]=1)(=[O:3])[CH3:2].[NH2:15][C:16]1[S:20][C:19]([C:21]([O:23][CH2:24][CH3:25])=[O:22])=[N:18][N:17]=1.Cl. The product is [C:1]([NH:4][C:5]1[CH:10]=[CH:9][C:8]([S:11]([NH:15][C:16]2[S:20][C:19]([C:21]([O:23][CH2:24][CH3:25])=[O:22])=[N:18][N:17]=2)(=[O:13])=[O:12])=[CH:7][CH:6]=1)(=[O:3])[CH3:2]. The catalyst is N1C=CC=CC=1. The yield is 0.730. (5) The reactants are [C:1]([O:8][CH2:9][CH3:10])(=[O:7])[C:2]([O:4]CC)=O.[C:11]1([C:17](=[O:19])[CH3:18])[CH:16]=[CH:15][CH:14]=[CH:13][CH:12]=1.[H-].[Na+].Cl. The catalyst is CN(C=O)C.O. The product is [CH2:9]([O:8][C:1](=[O:7])[C:2](=[O:4])[CH2:18][C:17](=[O:19])[C:11]1[CH:16]=[CH:15][CH:14]=[CH:13][CH:12]=1)[CH3:10]. The yield is 0.426.